This data is from Forward reaction prediction with 1.9M reactions from USPTO patents (1976-2016). The task is: Predict the product of the given reaction. Given the reactants Cl.[CH3:2][O:3][C:4](=[O:23])[C@H:5]([CH2:7][C:8]1[CH:13]=[CH:12][C:11]([C:14]2[C:15](=[O:22])[N:16]([CH3:21])[CH:17]=[CH:18][C:19]=2[CH3:20])=[CH:10][CH:9]=1)[NH2:6].[Cl:24][C:25]1[CH:33]=[CH:32][CH:31]=[C:30]([Cl:34])[C:26]=1[C:27](Cl)=[O:28].CCN(C(C)C)C(C)C, predict the reaction product. The product is: [CH3:2][O:3][C:4](=[O:23])[C@H:5]([CH2:7][C:8]1[CH:9]=[CH:10][C:11]([C:14]2[C:15](=[O:22])[N:16]([CH3:21])[CH:17]=[CH:18][C:19]=2[CH3:20])=[CH:12][CH:13]=1)[NH:6][C:27]([C:26]1[C:25]([Cl:24])=[CH:33][CH:32]=[CH:31][C:30]=1[Cl:34])=[O:28].